From a dataset of Forward reaction prediction with 1.9M reactions from USPTO patents (1976-2016). Predict the product of the given reaction. The product is: [C:15]([C:19]1[CH:20]=[C:21]2[C:25](=[CH:26][C:27]=1[NH:28][C:12]([C:3]1[C:2](=[O:1])[C:11]3[C:6](=[CH:7][N:8]=[CH:9][CH:10]=3)[NH:5][CH:4]=1)=[O:14])[NH:24][CH:23]=[CH:22]2)([CH3:18])([CH3:16])[CH3:17]. Given the reactants [O:1]=[C:2]1[C:11]2[C:6](=[CH:7][N:8]=[CH:9][CH:10]=2)[NH:5][CH:4]=[C:3]1[C:12]([OH:14])=O.[C:15]([C:19]1[CH:20]=[C:21]2[C:25](=[CH:26][C:27]=1[NH2:28])[NH:24][CH:23]=[CH:22]2)([CH3:18])([CH3:17])[CH3:16].CN(C(ON1N=NC2C=CC=NC1=2)=[N+](C)C)C.F[P-](F)(F)(F)(F)F.C(N(CC)CC)C, predict the reaction product.